This data is from Catalyst prediction with 721,799 reactions and 888 catalyst types from USPTO. The task is: Predict which catalyst facilitates the given reaction. (1) Reactant: [NH2:1][C:2]1[CH:7]=[CH:6][C:5]([N+:8]([O-:10])=[O:9])=[CH:4][C:3]=1[OH:11].Br[CH:13]1[CH2:17][CH2:16][O:15][C:14]1=[O:18].C(=O)([O-])[O-].[K+].[K+]. The catalyst class is: 3. Product: [OH:18][CH2:14][CH2:13][CH:17]1[C:16](=[O:15])[NH:1][C:2]2[CH:7]=[CH:6][C:5]([N+:8]([O-:10])=[O:9])=[CH:4][C:3]=2[O:11]1. (2) Reactant: [Cl:1][C:2]1[N:3]=[C:4]([N:13]2[CH2:18][CH2:17][O:16][CH2:15][CH2:14]2)[C:5]2[S:10][C:9]([CH2:11]O)=[CH:8][C:6]=2[N:7]=1.P(Br)(Br)[Br:20]. Product: [Br:20][CH2:11][C:9]1[S:10][C:5]2[C:4]([N:13]3[CH2:18][CH2:17][O:16][CH2:15][CH2:14]3)=[N:3][C:2]([Cl:1])=[N:7][C:6]=2[CH:8]=1. The catalyst class is: 48. (3) Reactant: [C:1]([O:5][C:6]([N:8]([CH2:21][C@@H:22]1[C@@H:26]([C:27]2[CH:32]=[CH:31][CH:30]=[CH:29][CH:28]=2)[CH2:25][N:24]([C:33](=[O:39])[CH2:34][CH2:35][C:36](O)=[O:37])[CH2:23]1)[C@@H:9]([C:11]1[C:20]2[C:15](=[CH:16][CH:17]=[CH:18][CH:19]=2)[CH:14]=[CH:13][CH:12]=1)[CH3:10])=[O:7])([CH3:4])([CH3:3])[CH3:2].Cl.[CH2:41]([O:43][C:44](=[O:47])[CH2:45][NH2:46])[CH3:42].C1C=CC2N(O)N=NC=2C=1.CCN=C=NCCCN(C)C.Cl. Product: [C:1]([O:5][C:6]([N:8]([CH2:21][C@@H:22]1[C@@H:26]([C:27]2[CH:32]=[CH:31][CH:30]=[CH:29][CH:28]=2)[CH2:25][N:24]([C:33](=[O:39])[CH2:34][CH2:35][C:36]([NH:46][CH2:45][C:44]([O:43][CH2:41][CH3:42])=[O:47])=[O:37])[CH2:23]1)[C@@H:9]([C:11]1[C:20]2[C:15](=[CH:16][CH:17]=[CH:18][CH:19]=2)[CH:14]=[CH:13][CH:12]=1)[CH3:10])=[O:7])([CH3:3])([CH3:2])[CH3:4]. The catalyst class is: 236. (4) Reactant: Cl.[OH:2][NH2:3].C(N(CC)CC)C.[C:11]([C:13]1[CH:37]=[CH:36][C:16]([O:17][CH:18]([C:23]2[CH:28]=[CH:27][C:26]([O:29][CH:30]([CH3:32])[CH3:31])=[C:25]([O:33][CH2:34][CH3:35])[CH:24]=2)[C:19]([O:21][CH3:22])=[O:20])=[CH:15][CH:14]=1)#[N:12]. Product: [OH:2][NH:3][C:11]([C:13]1[CH:14]=[CH:15][C:16]([O:17][CH:18]([C:23]2[CH:28]=[CH:27][C:26]([O:29][CH:30]([CH3:32])[CH3:31])=[C:25]([O:33][CH2:34][CH3:35])[CH:24]=2)[C:19]([O:21][CH3:22])=[O:20])=[CH:36][CH:37]=1)=[NH:12]. The catalyst class is: 148. (5) Reactant: Br[C:2]1[CH:3]=[C:4]([CH:25]=[CH:26][N:27]=1)[C:5]([NH:7][C:8]1[S:9][C:10]2[C:16]([N:17]3[CH2:22][CH2:21][O:20][CH2:19][CH2:18]3)=[CH:15][CH:14]=[C:13]([O:23][CH3:24])[C:11]=2[N:12]=1)=[O:6].[H-].[Na+].[CH:30]1([OH:35])[CH2:34][CH2:33][CH2:32][CH2:31]1. Product: [CH:30]1([O:35][C:2]2[CH:3]=[C:4]([CH:25]=[CH:26][N:27]=2)[C:5]([NH:7][C:8]2[S:9][C:10]3[C:16]([N:17]4[CH2:22][CH2:21][O:20][CH2:19][CH2:18]4)=[CH:15][CH:14]=[C:13]([O:23][CH3:24])[C:11]=3[N:12]=2)=[O:6])[CH2:34][CH2:33][CH2:32][CH2:31]1. The catalyst class is: 887. (6) The catalyst class is: 24. Product: [CH3:1][C:2]1([CH3:37])[C:11]2[C:6](=[CH:7][C:8]([NH:12][C:13]([N:15]3[CH2:20][CH2:19][N:18]([C:21]4[C:26]([C:27]([F:29])([F:28])[F:30])=[CH:25][CH:24]=[CH:23][N:22]=4)[CH2:17][CH2:16]3)=[O:14])=[CH:9][CH:10]=2)[CH2:5][NH:4][CH2:3]1. Reactant: [CH3:1][C:2]1([CH3:37])[C:11]2[C:6](=[CH:7][C:8]([NH:12][C:13]([N:15]3[CH2:20][CH2:19][N:18]([C:21]4[C:26]([C:27]([F:30])([F:29])[F:28])=[CH:25][CH:24]=[CH:23][N:22]=4)[CH2:17][CH2:16]3)=[O:14])=[CH:9][CH:10]=2)[CH:5](C(=O)C(F)(F)F)[NH:4][CH2:3]1.C(=O)([O-])[O-].[K+].[K+]. (7) Reactant: O1CCCCC1[N:7]1[C:15]2[C:10](=[CH:11][C:12]([C:16]3[N:20]=[CH:19][N:18](C(C4C=CC=CC=4)(C4C=CC=CC=4)C4C=CC=CC=4)[N:17]=3)=[CH:13][CH:14]=2)[C:9]([C:40]2[CH:41]=[C:42]([NH2:46])[CH:43]=[CH:44][CH:45]=2)=[N:8]1.[CH3:47][CH:48]([CH3:53])[CH2:49][C:50](Cl)=[O:51].O. Product: [NH:18]1[CH:19]=[N:20][C:16]([C:12]2[CH:11]=[C:10]3[C:15](=[CH:14][CH:13]=2)[NH:7][N:8]=[C:9]3[C:40]2[CH:41]=[C:42]([NH:46][C:50](=[O:51])[CH2:49][CH:48]([CH3:53])[CH3:47])[CH:43]=[CH:44][CH:45]=2)=[N:17]1. The catalyst class is: 17. (8) Reactant: [Br:1][C:2]1[CH:7]=[CH:6][C:5](I)=[CH:4][C:3]=1[O:9][CH3:10].N1C2C(=CC=C3C=2N=CC=C3)C=CC=1.[Li]CCCC.[CH:30](N1CCCCC1)=[O:31]. Product: [Br:1][C:2]1[CH:7]=[CH:6][C:5]([CH:30]=[O:31])=[CH:4][C:3]=1[O:9][CH3:10]. The catalyst class is: 28.